This data is from Reaction yield outcomes from USPTO patents with 853,638 reactions. The task is: Predict the reaction yield, written as a fraction of the theoretical maximum amount of product (1.0 means a 100% yield; for example, 0.34 means a 34% yield). The reactants are [F:1][C:2]1[CH:7]=[CH:6][C:5]([O:8][C:9]2[CH:14]=[CH:13][C:12]([N+:15]([O-])=O)=[CH:11][CH:10]=2)=[CH:4][C:3]=1[C:18]([F:21])([F:20])[F:19]. The catalyst is CO.[Pd]. The product is [F:1][C:2]1[CH:7]=[CH:6][C:5]([O:8][C:9]2[CH:10]=[CH:11][C:12]([NH2:15])=[CH:13][CH:14]=2)=[CH:4][C:3]=1[C:18]([F:19])([F:20])[F:21]. The yield is 0.950.